Dataset: Reaction yield outcomes from USPTO patents with 853,638 reactions. Task: Predict the reaction yield, written as a fraction of the theoretical maximum amount of product (1.0 means a 100% yield; for example, 0.34 means a 34% yield). (1) The reactants are [F:1][C:2]1[CH:7]=[CH:6][C:5]([C:8]2[O:9][CH:10]=[C:11]([C:13]([CH3:17])([CH3:16])[CH2:14][NH2:15])[N:12]=2)=[CH:4][CH:3]=1.[F:18][C:19]([F:37])([F:36])[C:20]([C:22]1[S:26][C:25]([C:27]2[CH:28]=[N:29][CH:30]=[C:31]([CH:35]=2)[C:32](O)=[O:33])=[CH:24][CH:23]=1)=[O:21]. No catalyst specified. The product is [F:1][C:2]1[CH:3]=[CH:4][C:5]([C:8]2[O:9][CH:10]=[C:11]([C:13]([CH3:17])([CH3:16])[CH2:14][NH:15][C:32](=[O:33])[C:31]3[CH:35]=[C:27]([C:25]4[S:26][C:22]([C:20](=[O:21])[C:19]([F:36])([F:18])[F:37])=[CH:23][CH:24]=4)[CH:28]=[N:29][CH:30]=3)[N:12]=2)=[CH:6][CH:7]=1. The yield is 0.260. (2) The reactants are [S:1]1[C:5]([CH2:6][OH:7])=[CH:4][N:3]=[CH:2]1.[CH2:8]([S:10]([C:13]1[CH:14]=[C:15]([C:19]2[C:24]3[C:25]4[CH:31]=[C:30]([CH3:32])[CH:29]=[N:28][C:26]=4[NH:27][C:23]=3[C:22](OCCCN(C)C)=[N:21][CH:20]=2)[CH:16]=[CH:17][CH:18]=1)(=[O:12])=[O:11])[CH3:9]. No catalyst specified. The product is [CH2:8]([S:10]([C:13]1[CH:14]=[C:15]([C:19]2[C:24]3[C:25]4[CH:31]=[C:30]([CH3:32])[CH:29]=[N:28][C:26]=4[NH:27][C:23]=3[C:22]([O:7][CH2:6][C:5]3[S:1][CH:2]=[N:3][CH:4]=3)=[N:21][CH:20]=2)[CH:16]=[CH:17][CH:18]=1)(=[O:11])=[O:12])[CH3:9]. The yield is 0.200. (3) The reactants are C(O)(C)C.[F:5][C:6]1[CH:11]=[CH:10][CH:9]=[C:8]([F:12])[C:7]=1[N:13]1[C:18]2[N:19]=[C:20]([NH:38][CH2:39][C:40]3[NH:41][CH:42]=[CH:43][N:44]=3)[N:21]=[C:22]([C:23]3[CH:24]=[C:25]([CH:34]=[CH:35][C:36]=3[CH3:37])[C:26]([NH:28][C:29]3[S:30][CH:31]=[CH:32][N:33]=3)=[O:27])[C:17]=2[CH:16]=[CH:15][C:14]1=[O:45].[C:46]([OH:53])(=[O:52])/[CH:47]=[CH:48]/[C:49]([OH:51])=[O:50]. The catalyst is C(O)C. The product is [C:46]([OH:53])(=[O:52])/[CH:47]=[CH:48]/[C:49]([OH:51])=[O:50].[F:5][C:6]1[CH:11]=[CH:10][CH:9]=[C:8]([F:12])[C:7]=1[N:13]1[C:18]2[N:19]=[C:20]([NH:38][CH2:39][C:40]3[NH:44][CH:43]=[CH:42][N:41]=3)[N:21]=[C:22]([C:23]3[CH:24]=[C:25]([CH:34]=[CH:35][C:36]=3[CH3:37])[C:26]([NH:28][C:29]3[S:30][CH:31]=[CH:32][N:33]=3)=[O:27])[C:17]=2[CH:16]=[CH:15][C:14]1=[O:45]. The yield is 0.614. (4) The reactants are [F:1][C:2]1[CH:20]=[C:19]([N+:21]([O-])=O)[CH:18]=[CH:17][C:3]=1[O:4][C:5]1[C:10]2=[C:11]([CH3:16])[C:12]([O:14][CH3:15])=[CH:13][N:9]2[N:8]=[CH:7][N:6]=1.CO.[NH4+].[Cl-]. The catalyst is C1COCC1.[Zn]. The product is [F:1][C:2]1[CH:20]=[C:19]([NH2:21])[CH:18]=[CH:17][C:3]=1[O:4][C:5]1[C:10]2=[C:11]([CH3:16])[C:12]([O:14][CH3:15])=[CH:13][N:9]2[N:8]=[CH:7][N:6]=1. The yield is 0.500. (5) The reactants are C[O-].[Na+].C[C:5]1[NH:6][C:7]([C:10]2[CH:15]=[CH:14][N:13]=[C:12]([NH:16][C:17]3[CH:22]=[CH:21][C:20](S(=O)(=O)N)=[CH:19][CH:18]=3)[N:11]=2)=[CH:8][N:9]=1.[C:27](=O)(O)O.C1(NC(N)=N)C=CC=CC=1. The catalyst is CC(O)C. The product is [NH:16]([C:12]1[N:11]=[C:10]([C:7]2[N:6]([CH3:27])[CH:5]=[N:9][CH:8]=2)[CH:15]=[CH:14][N:13]=1)[C:17]1[CH:22]=[CH:21][CH:20]=[CH:19][CH:18]=1. The yield is 0.640. (6) The reactants are O=[O+][O-].C[O:5][C:6](=O)[CH2:7][C:8]1([CH2:21][CH:22]=C)[CH2:13][CH2:12][N:11]([C:14]([O:16][C:17]([CH3:20])([CH3:19])[CH3:18])=[O:15])[CH2:10][CH2:9]1.CSC.[CH2:28]([NH2:30])[CH3:29].C(O[BH-](OC(=O)C)OC(=O)C)(=O)C.[Na+]. The catalyst is C1COCC1.C(OCC)(=O)C.CO.ClCCl. The product is [CH2:28]([N:30]1[CH2:22][CH2:21][C:8]2([CH2:13][CH2:12][N:11]([C:14]([O:16][C:17]([CH3:18])([CH3:19])[CH3:20])=[O:15])[CH2:10][CH2:9]2)[CH2:7][C:6]1=[O:5])[CH3:29]. The yield is 0.790. (7) The reactants are [O:1]1[C:9]2[CH2:8][CH2:7][NH:6][CH2:5][C:4]=2[CH:3]=[CH:2]1.[CH2:10]([O:12][C:13](=[O:31])[C:14]([CH3:30])([CH3:29])[CH2:15][CH2:16][CH2:17][CH2:18][CH2:19][CH:20](Br)[C:21]1[CH:26]=[CH:25][CH:24]=[CH:23][C:22]=1[Cl:27])[CH3:11].C(=O)([O-])[O-].[K+].[K+]. The catalyst is CN(C=O)C. The product is [CH2:10]([O:12][C:13](=[O:31])[C:14]([CH3:30])([CH3:29])[CH2:15][CH2:16][CH2:17][CH2:18][CH2:19][CH:20]([C:21]1[CH:26]=[CH:25][CH:24]=[CH:23][C:22]=1[Cl:27])[N:6]1[CH2:7][CH2:8][C:9]2[O:1][CH:2]=[CH:3][C:4]=2[CH2:5]1)[CH3:11]. The yield is 0.303. (8) The reactants are Cl.[Br:2][C:3]1[CH:4]=[C:5]([NH:9][NH2:10])[CH:6]=[CH:7][CH:8]=1.[CH2:11]([O:13][C:14](=[O:21])[C:15](=O)[CH2:16][C:17](=O)[CH3:18])[CH3:12]. The catalyst is C(O)(=O)C. The product is [Br:2][C:3]1[CH:4]=[C:5]([N:9]2[C:17]([CH3:18])=[CH:16][C:15]([C:14]([O:13][CH2:11][CH3:12])=[O:21])=[N:10]2)[CH:6]=[CH:7][CH:8]=1. The yield is 0.840.